This data is from Forward reaction prediction with 1.9M reactions from USPTO patents (1976-2016). The task is: Predict the product of the given reaction. (1) Given the reactants [C:1]([NH:4][CH2:5][CH2:6][C:7]1[CH:12]=[C:11]([O:13][CH3:14])[C:10]([O:15][CH3:16])=[CH:9][C:8]=1[C:17]1[CH:22]=[CH:21][C:20]([C@H:23]2[C@H:28]([C:29]3[CH:34]=[CH:33][N:32]([CH3:35])[C:31](=[O:36])[CH:30]=3)[CH2:27][CH2:26][N:25](C(OC(C)(C)C)=O)[CH2:24]2)=[C:19]([Cl:44])[CH:18]=1)(=[O:3])[CH3:2].Cl.O1CCOCC1, predict the reaction product. The product is: [Cl:44][C:19]1[CH:18]=[C:17]([C:8]2[CH:9]=[C:10]([O:15][CH3:16])[C:11]([O:13][CH3:14])=[CH:12][C:7]=2[CH2:6][CH2:5][NH:4][C:1](=[O:3])[CH3:2])[CH:22]=[CH:21][C:20]=1[C@H:23]1[C@H:28]([C:29]2[CH:34]=[CH:33][N:32]([CH3:35])[C:31](=[O:36])[CH:30]=2)[CH2:27][CH2:26][NH:25][CH2:24]1. (2) Given the reactants [C:1]1(B(O)O)[CH:6]=[CH:5][CH:4]=[CH:3][CH:2]=1.O1CCOCC1.O.[C:17]1(=[O:23])[CH2:22][CH2:21][CH2:20][CH:19]=[CH:18]1, predict the reaction product. The product is: [C:1]1([CH:19]2[CH2:20][CH2:21][CH2:22][C:17](=[O:23])[CH2:18]2)[CH:6]=[CH:5][CH:4]=[CH:3][CH:2]=1.